The task is: Predict the reactants needed to synthesize the given product.. This data is from Full USPTO retrosynthesis dataset with 1.9M reactions from patents (1976-2016). (1) Given the product [OH:1][CH2:2][CH2:3][CH:4]1[N:9]([CH2:18][C:19]([C:21]2[C:22]([CH3:31])=[C:23]3[C:27](=[CH:28][CH:29]=2)[C:26](=[O:30])[O:25][CH2:24]3)=[O:20])[CH2:8][CH2:7][N:6]([C:10]([O:12][C:13]([CH3:16])([CH3:15])[CH3:14])=[O:11])[CH2:5]1, predict the reactants needed to synthesize it. The reactants are: [OH:1][CH2:2][CH2:3][CH:4]1[NH:9][CH2:8][CH2:7][N:6]([C:10]([O:12][C:13]([CH3:16])([CH3:15])[CH3:14])=[O:11])[CH2:5]1.Br[CH2:18][C:19]([C:21]1[C:22]([CH3:31])=[C:23]2[C:27](=[CH:28][CH:29]=1)[C:26](=[O:30])[O:25][CH2:24]2)=[O:20].CCN(C(C)C)C(C)C. (2) Given the product [C:17]1([C:25]2[CH:26]=[CH:27][CH:28]=[CH:29][CH:30]=2)[CH:22]=[CH:21][CH:20]=[CH:19][C:18]=1[CH2:23][N:14]1[CH2:15][CH2:16][N:11]([C:6]2[CH:7]=[CH:8][CH:9]=[CH:10][C:5]=2[O:4][CH:1]([CH3:3])[CH3:2])[CH2:12][CH2:13]1, predict the reactants needed to synthesize it. The reactants are: [CH:1]([O:4][C:5]1[CH:10]=[CH:9][CH:8]=[CH:7][C:6]=1[N:11]1[CH2:16][CH2:15][NH:14][CH2:13][CH2:12]1)([CH3:3])[CH3:2].[C:17]1([C:25]2[CH:30]=[CH:29][CH:28]=[CH:27][CH:26]=2)[C:18]([CH:23]=O)=[CH:19][CH:20]=[CH:21][CH:22]=1.[BH-](OC(C)=O)(OC(C)=O)OC(C)=O.[Na+].C1(C2C=CC=CC=2)C=CC=CC=1CN1CCN(C2C=CC=CC=2)CC1. (3) Given the product [Cl:27][C:21]1[CH:22]=[C:23]([O:6][S:3]([C:2]([F:15])([F:14])[F:1])(=[O:5])=[O:4])[CH:24]=[CH:25][C:20]=1[C:18](=[O:19])[CH2:17][Cl:16], predict the reactants needed to synthesize it. The reactants are: [F:1][C:2]([F:15])([F:14])[S:3]([O:6]S(C(F)(F)F)(=O)=O)(=[O:5])=[O:4].[Cl:16][CH2:17][C:18]([C:20]1[CH:25]=[CH:24][C:23](O)=[CH:22][C:21]=1[Cl:27])=[O:19].N1C=CC=CC=1. (4) Given the product [F:9][C:7]1[CH:8]=[C:3]([CH2:2][NH:1][S:32]([CH3:31])(=[O:34])=[O:33])[C:4]([NH:20][C@H:21]([C:24]2[CH:29]=[CH:28][C:27]([F:30])=[CH:26][CH:25]=2)[CH2:22][OH:23])=[N:5][C:6]=1[NH:10][C:11]1[CH:15]=[C:14]([O:16][CH:17]([CH3:19])[CH3:18])[NH:13][N:12]=1, predict the reactants needed to synthesize it. The reactants are: [NH2:1][CH2:2][C:3]1[C:4]([NH:20][C@H:21]([C:24]2[CH:29]=[CH:28][C:27]([F:30])=[CH:26][CH:25]=2)[CH2:22][OH:23])=[N:5][C:6]([NH:10][C:11]2[CH:15]=[C:14]([O:16][CH:17]([CH3:19])[CH3:18])[NH:13][N:12]=2)=[C:7]([F:9])[CH:8]=1.[CH3:31][S:32](O)(=[O:34])=[O:33].CCN(C(C)C)C(C)C.